This data is from Reaction yield outcomes from USPTO patents with 853,638 reactions. The task is: Predict the reaction yield, written as a fraction of the theoretical maximum amount of product (1.0 means a 100% yield; for example, 0.34 means a 34% yield). (1) The reactants are [CH3:1][N:2]([CH3:37])[CH2:3][CH2:4][N:5]1[C:13](=[O:14])[C:12]2[CH:11]=[C:10]3[NH:15][C:16]([C:18]4[C:19]([O:34]C)=[N:20][CH:21]=[CH:22][C:23]=4[O:24][CH:25]([CH3:33])[CH2:26][C:27]4[CH:32]=[CH:31][CH:30]=[CH:29][CH:28]=4)=[N:17][C:9]3=[CH:8][C:7]=2[C:6]1=[O:36].Cl. The catalyst is O1CCOCC1. The product is [CH3:37][N:2]([CH3:1])[CH2:3][CH2:4][N:5]1[C:13](=[O:14])[C:12]2[CH:11]=[C:10]3[NH:15][C:16]([C:18]4[C:19](=[O:34])[NH:20][CH:21]=[CH:22][C:23]=4[O:24][CH:25]([CH3:33])[CH2:26][C:27]4[CH:32]=[CH:31][CH:30]=[CH:29][CH:28]=4)=[N:17][C:9]3=[CH:8][C:7]=2[C:6]1=[O:36]. The yield is 0.752. (2) The reactants are [F:1][C:2]1[CH:7]=[CH:6][C:5]([O:8][CH3:9])=[CH:4][C:3]=1[C:10]1[CH:15]=[CH:14][C:13]([C:16]([O:18][CH3:19])=[O:17])=[CH:12][C:11]=1OS(C(F)(F)F)(=O)=O.[CH3:28][C:29]([CH3:34])=[CH:30]B(O)O.C(=O)([O-])[O-].[K+].[K+]. The catalyst is CN(C=O)C.[Cl-].[Na+].O.C1C=CC([P]([Pd]([P](C2C=CC=CC=2)(C2C=CC=CC=2)C2C=CC=CC=2)([P](C2C=CC=CC=2)(C2C=CC=CC=2)C2C=CC=CC=2)[P](C2C=CC=CC=2)(C2C=CC=CC=2)C2C=CC=CC=2)(C2C=CC=CC=2)C2C=CC=CC=2)=CC=1. The product is [F:1][C:2]1[CH:7]=[CH:6][C:5]([O:8][CH3:9])=[CH:4][C:3]=1[C:10]1[CH:15]=[CH:14][C:13]([C:16]([O:18][CH3:19])=[O:17])=[CH:12][C:11]=1[CH:28]=[C:29]([CH3:34])[CH3:30]. The yield is 0.730.